From a dataset of Catalyst prediction with 721,799 reactions and 888 catalyst types from USPTO. Predict which catalyst facilitates the given reaction. (1) Reactant: S(=O)(=O)(O)O.O=[C:7]([CH3:23])[CH2:8][C:9]([NH:11][C:12]1[CH:17]=[CH:16][C:15]([O:18][C:19]([F:22])([F:21])[F:20])=[CH:14][CH:13]=1)=[O:10]. Product: [CH3:23][C:7]1[C:17]2[C:12](=[CH:13][CH:14]=[C:15]([O:18][C:19]([F:22])([F:21])[F:20])[CH:16]=2)[NH:11][C:9](=[O:10])[CH:8]=1. The catalyst class is: 6. (2) Reactant: [OH:1][C:2]1[CH:11]=[CH:10][C:9]2[N:8]=[C:7]([CH3:12])[CH:6]=[N:5][C:4]=2[C:3]=1[C:13]([OH:15])=O.Cl.[CH2:17]([O:19][C:20](=[O:23])[CH2:21][NH2:22])[CH3:18].C(N(CC)CC)C.C1CN([P+](ON2N=NC3C=CC=CC2=3)(N2CCCC2)N2CCCC2)CC1.F[P-](F)(F)(F)(F)F. Product: [OH:1][C:2]1[C:3]([C:13]([NH:22][CH2:21][C:20]([O:19][CH2:17][CH3:18])=[O:23])=[O:15])=[C:4]2[C:9](=[CH:10][CH:11]=1)[N:8]=[C:7]([CH3:12])[CH:6]=[N:5]2. The catalyst class is: 9. (3) Reactant: C[O:2][C:3](=[O:25])[C:4]1[CH:9]=[CH:8][C:7]([CH2:10][O:11][C:12]2[CH:17]=[CH:16][C:15]([C:18](=[O:20])[CH3:19])=[C:14]([OH:21])[C:13]=2[CH2:22][CH2:23][CH3:24])=[CH:6][CH:5]=1.[OH-].[Li+]. Product: [C:18]([C:15]1[CH:16]=[CH:17][C:12]([O:11][CH2:10][C:7]2[CH:8]=[CH:9][C:4]([C:3]([OH:25])=[O:2])=[CH:5][CH:6]=2)=[C:13]([CH2:22][CH2:23][CH3:24])[C:14]=1[OH:21])(=[O:20])[CH3:19]. The catalyst class is: 7. (4) Reactant: [NH:1]1[CH2:6][CH2:5][NH:4][CH2:3][CH2:2]1.Br[CH2:8][C:9]1[CH:14]=[CH:13][CH:12]=[CH:11][C:10]=1[C:15]([F:18])([F:17])[F:16].C(N(CC)CC)C. Product: [F:16][C:15]([F:17])([F:18])[C:10]1[CH:11]=[CH:12][CH:13]=[CH:14][C:9]=1[CH2:8][N:1]1[CH2:6][CH2:5][NH:4][CH2:3][CH2:2]1. The catalyst class is: 11. (5) Reactant: [CH3:1][C:2]1[CH:3]=[C:4]([CH:8]=[CH:9][C:10]=1[N:11]1[CH2:16][CH2:15][O:14][CH2:13][C:12]1=[O:17])[C:5]([OH:7])=O.[Cl:18][C:19]1[CH:31]=[CH:30][C:22]2[NH:23][C:24]([C@@H:26]([NH2:29])[CH2:27][CH3:28])=[N:25][C:21]=2[CH:20]=1.CN(C(ON1N=NC2C=CC=CC1=2)=[N+](C)C)C.[B-](F)(F)(F)F.CCN(C(C)C)C(C)C. Product: [Cl:18][C:19]1[CH:31]=[CH:30][C:22]2[NH:23][C:24]([C@@H:26]([NH:29][C:5](=[O:7])[C:4]3[CH:8]=[CH:9][C:10]([N:11]4[CH2:16][CH2:15][O:14][CH2:13][C:12]4=[O:17])=[C:2]([CH3:1])[CH:3]=3)[CH2:27][CH3:28])=[N:25][C:21]=2[CH:20]=1. The catalyst class is: 1. (6) Reactant: CC(C)([O-])C.[K+].[CH3:7][O:8][N:9]=[C:10]1[C:14]2[CH:15]=[CH:16][CH:17]=[CH:18][C:13]=2[O:12][CH2:11]1.[N:19](OC(C)(C)C)=[O:20].Cl. Product: [CH3:7][O:8][N:9]=[C:10]1[C:14]2[CH:15]=[CH:16][CH:17]=[CH:18][C:13]=2[O:12][C:11]1=[N:19][OH:20]. The catalyst class is: 107.